Dataset: HIV replication inhibition screening data with 41,000+ compounds from the AIDS Antiviral Screen. Task: Binary Classification. Given a drug SMILES string, predict its activity (active/inactive) in a high-throughput screening assay against a specified biological target. (1) The molecule is CCCCCCNC(=O)CCN(C(=O)O)S(=O)(=O)c1ccc(NC(=O)c2ccccc2)cc1. The result is 0 (inactive). (2) The result is 0 (inactive). The molecule is Cc1cc(C)c2c(c1)CSCc1cc(C)cc(C)c1-2. (3) The result is 0 (inactive). The molecule is Cc1ccc2c(c1)N=Cc1ccccc1O2. (4) The drug is CC1(C)C(=O)C(C(Cl)(Cl)Cl)=C(Cl)C(=O)C1(Cl)Cl. The result is 0 (inactive).